The task is: Predict the reactants needed to synthesize the given product.. This data is from Full USPTO retrosynthesis dataset with 1.9M reactions from patents (1976-2016). (1) Given the product [P:6]([O:13][CH2:24][Cl:25])([O:5][C:1]([CH3:4])([CH3:3])[CH3:2])([O:8][C:9]([CH3:12])([CH3:11])[CH3:10])=[O:7], predict the reactants needed to synthesize it. The reactants are: [C:1]([O:5][P:6]([O-:13])([O:8][C:9]([CH3:12])([CH3:11])[CH3:10])=[O:7])([CH3:4])([CH3:3])[CH3:2].[K+].C(=O)(O)[O-].[Na+].S(Cl)(O[CH2:24][Cl:25])(=O)=O. (2) Given the product [CH:1]1([CH2:4][O:5][C:6]2[CH:32]=[CH:31][C:9]3[N:10]=[C:11]([C:13]4[N:18]=[CH:17][C:16]([O:19][CH2:20][C@@H:21]([NH:23][C:24](=[O:30])[O:25][CH3:26])[CH3:22])=[CH:15][CH:14]=4)[O:12][C:8]=3[CH:7]=2)[CH2:3][CH2:2]1, predict the reactants needed to synthesize it. The reactants are: [CH:1]1([CH2:4][O:5][C:6]2[CH:32]=[CH:31][C:9]3[N:10]=[C:11]([C:13]4[N:18]=[CH:17][C:16]([O:19][CH2:20][C@@H:21]([NH:23][C:24](=[O:30])[O:25][C:26](C)(C)C)[CH3:22])=[CH:15][CH:14]=4)[O:12][C:8]=3[CH:7]=2)[CH2:3][CH2:2]1.Cl.C(OCC)(=O)C. (3) Given the product [C:1]([C:5]1[CH:10]=[C:9]([S:11][C:17]2([S:11][C:9]3[CH:8]=[C:7]([C:12]([CH3:13])([CH3:14])[CH3:15])[C:6]([OH:16])=[C:5]([C:1]([CH3:4])([CH3:3])[CH3:2])[CH:10]=3)[CH2:20][CH2:19][CH2:18]2)[CH:8]=[C:7]([C:12]([CH3:15])([CH3:14])[CH3:13])[C:6]=1[OH:16])([CH3:4])([CH3:3])[CH3:2], predict the reactants needed to synthesize it. The reactants are: [C:1]([C:5]1[CH:10]=[C:9]([SH:11])[CH:8]=[C:7]([C:12]([CH3:15])([CH3:14])[CH3:13])[C:6]=1[OH:16])([CH3:4])([CH3:3])[CH3:2].[C:17]1(=O)[CH2:20][CH2:19][CH2:18]1.Cl. (4) Given the product [CH3:11][O:12][C:13]1[CH:14]=[C:15]([C:2]2[N:7]=[CH:6][C:5]3[CH:8]=[N:9][NH:10][C:4]=3[CH:3]=2)[CH:16]=[C:17]([O:19][CH3:20])[CH:18]=1, predict the reactants needed to synthesize it. The reactants are: Cl[C:2]1[N:7]=[CH:6][C:5]2[CH:8]=[N:9][NH:10][C:4]=2[CH:3]=1.[CH3:11][O:12][C:13]1[CH:14]=[C:15](B(O)O)[CH:16]=[C:17]([O:19][CH3:20])[CH:18]=1.ClCCl.C(=O)([O-])[O-].[Na+].[Na+]. (5) Given the product [O:1]1[C:5]2([CH2:10][CH2:9][CH:8]([N:13]3[CH2:14][CH2:15][CH2:16][O:12]3)[CH2:7][CH2:6]2)[O:4][CH2:3][CH2:2]1, predict the reactants needed to synthesize it. The reactants are: [O:1]1[C:5]2([CH2:10][CH2:9][C:8](=O)[CH2:7][CH2:6]2)[O:4][CH2:3][CH2:2]1.[O:12]1[CH2:16][CH2:15][CH2:14][NH:13]1.C(O[BH-](OC(=O)C)OC(=O)C)(=O)C.[Na+]. (6) Given the product [CH3:19][C:11]1([CH3:20])[CH2:10][CH:9]=[C:8]([C:5]2[CH:4]=[CH:3][C:2]([CH3:1])=[CH:7][CH:6]=2)[C:17]2[CH:16]=[C:15]([C:26]([OH:28])=[O:27])[CH:14]=[CH:13][C:12]1=2, predict the reactants needed to synthesize it. The reactants are: [CH3:1][C:2]1[CH:7]=[CH:6][C:5]([C:8]2[C:17]3[C:12](=[CH:13][CH:14]=[C:15](Br)[CH:16]=3)[C:11]([CH3:20])([CH3:19])[CH2:10][CH:9]=2)=[CH:4][CH:3]=1.C([Li])(C)(C)C.[C:26](=[O:28])=[O:27]. (7) Given the product [F:1][C:2]1[CH:20]=[C:19]([F:21])[CH:18]=[CH:17][C:3]=1[CH2:4][N:5]1[C:13]2[C:8](=[CH:9][C:10]([C:14]([NH:33][CH2:32][C:25]3[CH:26]=[CH:27][C:28]([O:30][CH3:31])=[CH:29][C:24]=3[O:23][CH3:22])=[O:15])=[CH:11][CH:12]=2)[CH:7]=[CH:6]1, predict the reactants needed to synthesize it. The reactants are: [F:1][C:2]1[CH:20]=[C:19]([F:21])[CH:18]=[CH:17][C:3]=1[CH2:4][N:5]1[C:13]2[C:8](=[CH:9][C:10]([C:14](O)=[O:15])=[CH:11][CH:12]=2)[CH:7]=[CH:6]1.[CH3:22][O:23][C:24]1[CH:29]=[C:28]([O:30][CH3:31])[CH:27]=[CH:26][C:25]=1[CH2:32][NH2:33].C(N=C=NCCCN(C)C)C. (8) Given the product [C:12]([C:11]([C:6]1[CH:7]=[CH:8][C:9](=[O:10])[N:4]([CH:1]([CH3:3])[CH3:2])[N:5]=1)=[CH:23][N:24]([CH3:26])[CH3:25])(=[O:19])[C:13]1[CH:14]=[CH:15][CH:16]=[CH:17][CH:18]=1, predict the reactants needed to synthesize it. The reactants are: [CH:1]([N:4]1[C:9](=[O:10])[CH:8]=[CH:7][C:6]([CH2:11][C:12](=[O:19])[C:13]2[CH:18]=[CH:17][CH:16]=[CH:15][CH:14]=2)=[N:5]1)([CH3:3])[CH3:2].COO[CH:23](OOC)[N:24]([CH3:26])[CH3:25]. (9) Given the product [F:20][C:5]1[C:6]([F:19])=[C:7]([C@H:10]2[CH2:11][CH2:12][C@H:13]([CH2:16][CH2:17][CH3:18])[CH2:14][CH2:15]2)[CH:8]=[CH:9][C:4]=1[OH:3], predict the reactants needed to synthesize it. The reactants are: C([O:3][C:4]1[CH:9]=[CH:8][C:7]([C@H:10]2[CH2:15][CH2:14][C@H:13]([CH2:16][CH2:17][CH3:18])[CH2:12][CH2:11]2)=[C:6]([F:19])[C:5]=1[F:20])C.Br.C(O)(=O)C.O. (10) Given the product [CH3:17][C:16]1[C:8]2[CH:9]=[C:4]([N+:1]([O-:3])=[O:2])[CH:5]=[CH:6][C:7]=2[O:10][C:11]=1[C:12]([O:14][CH3:15])=[O:13], predict the reactants needed to synthesize it. The reactants are: [N+:1]([C:4]1[CH:9]=[CH:8][C:7]([O:10][CH:11]([C:16](=O)[CH3:17])[C:12]([O:14][CH3:15])=[O:13])=[CH:6][CH:5]=1)([O-:3])=[O:2].